The task is: Predict the product of the given reaction.. This data is from Forward reaction prediction with 1.9M reactions from USPTO patents (1976-2016). (1) Given the reactants [CH3:1][C:2]1[CH:7]=[C:6]([CH3:8])[NH:5][C:4](=[O:9])[C:3]=1[CH2:10][NH:11][C:12]([C:14]1[C:15]2[CH:24]=[N:23][N:22]([CH:25]([CH3:27])[CH3:26])[C:16]=2[N:17]=[C:18]([CH:20]=[CH2:21])[CH:19]=1)=[O:13].C[N+]1([O-])CC[O:32]CC1.CC(O)(C)C.[OH2:41], predict the reaction product. The product is: [OH:41][CH:20]([C:18]1[CH:19]=[C:14]([C:12]([NH:11][CH2:10][C:3]2[C:4](=[O:9])[NH:5][C:6]([CH3:8])=[CH:7][C:2]=2[CH3:1])=[O:13])[C:15]2[CH:24]=[N:23][N:22]([CH:25]([CH3:27])[CH3:26])[C:16]=2[N:17]=1)[CH2:21][OH:32]. (2) Given the reactants [Br:1][C:2]1[C:7](=[O:8])[N:6]([CH3:9])[N:5]=[C:4]([C:10]([O:12]C)=O)[C:3]=1[NH:14][C:15]1[CH:20]=[CH:19][C:18]([Br:21])=[CH:17][C:16]=1[F:22].[CH:23]1([CH2:26][O:27][NH2:28])[CH2:25][CH2:24]1, predict the reaction product. The product is: [Br:1][C:2]1[C:7](=[O:8])[N:6]([CH3:9])[N:5]=[C:4]([C:10]([NH:28][O:27][CH2:26][CH:23]2[CH2:25][CH2:24]2)=[O:12])[C:3]=1[NH:14][C:15]1[CH:20]=[CH:19][C:18]([Br:21])=[CH:17][C:16]=1[F:22]. (3) Given the reactants Br[C:2]1[CH:11]=[CH:10][CH:9]=[C:8]2[C:3]=1[CH:4]=[CH:5][C:6](Cl)=[N:7]2.[CH3:13][O:14][C:15]1[CH:22]=[CH:21][CH:20]=[CH:19][C:16]=1[CH2:17][NH2:18].[N:23]1[CH:28]=[CH:27][C:26]([CH2:29][NH2:30])=[CH:25][CH:24]=1, predict the reaction product. The product is: [CH3:13][O:14][C:15]1[CH:22]=[CH:21][CH:20]=[CH:19][C:16]=1[CH2:17][NH:18][C:6]1[CH:5]=[CH:4][C:3]2[C:2]([NH:30][CH2:29][C:26]3[CH:27]=[CH:28][N:23]=[CH:24][CH:25]=3)=[CH:11][CH:10]=[CH:9][C:8]=2[N:7]=1. (4) Given the reactants [Cl:1][C:2]1[CH:3]=[C:4]2[C:9](=[CH:10][CH:11]=1)[CH:8]=[C:7]([S:12]([NH:15][C@@H:16]1[CH2:20][CH2:19][N:18]([C@H:21]([CH3:29])[C:22]([O:24]C(C)(C)C)=[O:23])[C:17]1=[O:30])(=[O:14])=[O:13])[CH:6]=[CH:5]2.Cl.Cl[CH2:33][CH2:34][N:35]1[CH2:40][CH2:39][O:38][CH2:37][CH2:36]1.C(=O)([O-])[O-].[K+].[K+].[C:47]([O:50][CH2:51][CH3:52])(=O)[CH3:48].C[N:54](C=O)C, predict the reaction product. The product is: [CH:22]([OH:24])=[O:23].[Cl:1][C:2]1[CH:3]=[C:4]2[C:9](=[CH:10][CH:11]=1)[CH:8]=[C:7]([S:12]([N:15]([C@H:16]1[CH2:20][CH2:19][N:18]([C@@H:21]([CH3:29])[C:22]([N:54]3[CH2:52][CH2:51][O:50][CH2:47][CH2:48]3)=[O:23])[C:17]1=[O:30])[CH2:33][CH2:34][N:35]1[CH2:40][CH2:39][O:38][CH2:37][CH2:36]1)(=[O:13])=[O:14])[CH:6]=[CH:5]2. (5) Given the reactants [Cl:1][C:2]1[CH:7]=[C:6]2[NH:8][C:9](=[O:39])[C:10]3([CH:15]([C:16]4[CH:21]=[C:20]([Cl:22])[CH:19]=[CH:18][C:17]=4[O:23][C:24]([C:27]([OH:29])=O)([CH3:26])[CH3:25])[CH2:14][C:13](=[O:30])[NH:12][CH:11]3[C:31]3[CH:36]=[C:35]([Cl:37])[CH:34]=[CH:33][C:32]=3[F:38])[C:5]2=[CH:4][CH:3]=1.Cl.[CH3:41][NH:42][CH3:43].CCN=C=NCCCN(C)C.Cl.CCN(C(C)C)C(C)C, predict the reaction product. The product is: [Cl:1][C:2]1[CH:7]=[C:6]2[NH:8][C:9](=[O:39])[C:10]3([CH:15]([C:16]4[CH:21]=[C:20]([Cl:22])[CH:19]=[CH:18][C:17]=4[O:23][C:24]([C:27](=[O:29])[N:42]([CH3:43])[CH3:41])([CH3:26])[CH3:25])[CH2:14][C:13](=[O:30])[NH:12][CH:11]3[C:31]3[CH:36]=[C:35]([Cl:37])[CH:34]=[CH:33][C:32]=3[F:38])[C:5]2=[CH:4][CH:3]=1. (6) Given the reactants [P:1]([O:19][C:20]1[CH:28]=[C:27]2[C:23]([C@H:24]([CH2:39][Cl:40])[CH2:25][N:26]2[C:29]([C:31]23[CH2:35][C:33]([C:36](Cl)=[O:37])([CH2:34]2)[CH2:32]3)=[O:30])=[C:22]2[C:41]([CH3:44])=[CH:42][S:43][C:21]=12)([O:11][CH2:12][C:13]1[CH:18]=[CH:17][CH:16]=[CH:15][CH:14]=1)([O:3][CH2:4][C:5]1[CH:10]=[CH:9][CH:8]=[CH:7][CH:6]=1)=[O:2].[C:45]([O:48][C:49]1[CH:57]=[C:56]2[C:52]([C@H:53]([CH2:58][Cl:59])[CH2:54][NH:55]2)=[C:51]2[C:60]([CH3:63])=[CH:61][S:62][C:50]=12)(=[O:47])[CH3:46].C(N(CC)CC)C.C1COCC1, predict the reaction product. The product is: [C:45]([O:48][C:49]1[CH:57]=[C:56]2[C:52]([C@H:53]([CH2:58][Cl:59])[CH2:54][N:55]2[C:36]([C:33]23[CH2:35][C:31]([C:29]([N:26]4[C:27]5[C:23](=[C:22]6[C:41]([CH3:44])=[CH:42][S:43][C:21]6=[C:20]([O:19][P:1]([O:11][CH2:12][C:13]6[CH:14]=[CH:15][CH:16]=[CH:17][CH:18]=6)([O:3][CH2:4][C:5]6[CH:10]=[CH:9][CH:8]=[CH:7][CH:6]=6)=[O:2])[CH:28]=5)[C@H:24]([CH2:39][Cl:40])[CH2:25]4)=[O:30])([CH2:32]2)[CH2:34]3)=[O:37])=[C:51]2[C:60]([CH3:63])=[CH:61][S:62][C:50]=12)(=[O:47])[CH3:46]. (7) Given the reactants [F:1][C:2]([F:7])([F:6])[C:3]([OH:5])=O.[CH3:8][S:9]([C:12]1[CH:33]=[CH:32][C:15]([O:16][C:17]2[N:22]=[CH:21][N:20]=[C:19]3[N:23]([CH:26]4[CH2:31][CH2:30][NH:29][CH2:28][CH2:27]4)[N:24]=[CH:25][C:18]=23)=[CH:14][CH:13]=1)(=[O:11])=[O:10].C(N(C(C)C)CC)(C)C.[O:43]1[CH2:47]CCC1, predict the reaction product. The product is: [F:1][C:2]([F:7])([F:6])[CH:3]([O:5][C:47]([N:29]1[CH2:28][CH2:27][CH:26]([N:23]2[C:19]3=[N:20][CH:21]=[N:22][C:17]([O:16][C:15]4[CH:14]=[CH:13][C:12]([S:9]([CH3:8])(=[O:11])=[O:10])=[CH:33][CH:32]=4)=[C:18]3[CH:25]=[N:24]2)[CH2:31][CH2:30]1)=[O:43])[C:2]([F:7])([F:6])[F:1]. (8) Given the reactants C(OCC)(=O)C.C(OC([NH:17][C:18]([NH:30][CH2:31]/[CH:32]=[CH:33]/[C:34]1[CH:94]=[CH:93][C:37]([CH2:38][C:39]2[C:40]([CH3:92])=[CH:41][C:42]([O:84]CC3C=CC=CC=3)=[C:43]([C@@H:45]3[O:74][C@H:73]([CH2:75][O:76]CC4C=CC=CC=4)[C@@H:64]([O:65]CC4C=CC=CC=4)[C@H:55]([O:56]CC4C=CC=CC=4)[C@H:46]3[O:47]CC3C=CC=CC=3)[CH:44]=2)=[CH:36][CH:35]=1)=[N:19]C(OCC1C=CC=CC=1)=O)=O)C1C=CC=CC=1, predict the reaction product. The product is: [NH2:19][C:18]([NH:30][CH2:31][CH2:32][CH2:33][C:34]1[CH:94]=[CH:93][C:37]([CH2:38][C:39]2[C:40]([CH3:92])=[CH:41][C:42]([OH:84])=[C:43]([C@@H:45]3[O:74][C@H:73]([CH2:75][OH:76])[C@@H:64]([OH:65])[C@H:55]([OH:56])[C@H:46]3[OH:47])[CH:44]=2)=[CH:36][CH:35]=1)=[NH:17]. (9) The product is: [Cl:11][C:4]1[N:3]=[C:2]([N:19]2[CH2:24][CH2:23][O:22][CH2:21][CH2:20]2)[C:7]([N+:8]([O-:10])=[O:9])=[CH:6][CH:5]=1. Given the reactants Cl[C:2]1[C:7]([N+:8]([O-:10])=[O:9])=[CH:6][CH:5]=[C:4]([Cl:11])[N:3]=1.C(N(CC)CC)C.[NH:19]1[CH2:24][CH2:23][O:22][CH2:21][CH2:20]1, predict the reaction product. (10) The product is: [CH2:24]([O:31][C:32]1[CH:33]=[C:34]2[C:39](=[CH:40][C:41]=1[O:42][CH3:43])[CH:38](/[CH:17]=[CH:16]/[C:11]1[CH:10]=[C:9]([O:8][CH2:1][C:2]3[CH:7]=[CH:6][CH:5]=[CH:4][CH:3]=3)[CH:14]=[CH:13][C:12]=1[CH3:15])[NH:37][CH2:36][CH2:35]2)[C:25]1[CH:30]=[CH:29][CH:28]=[CH:27][CH:26]=1. Given the reactants [CH2:1]([O:8][C:9]1[CH:14]=[CH:13][C:12]([CH3:15])=[C:11](/[CH:16]=[CH:17]/Br)[CH:10]=1)[C:2]1[CH:7]=[CH:6][CH:5]=[CH:4][CH:3]=1.[Li]C(C)(C)C.[CH2:24]([O:31][C:32]1[CH:33]=[C:34]2[C:39](=[CH:40][C:41]=1[O:42][CH3:43])[CH:38]=[N:37][CH2:36][CH2:35]2)[C:25]1[CH:30]=[CH:29][CH:28]=[CH:27][CH:26]=1, predict the reaction product.